The task is: Predict the reactants needed to synthesize the given product.. This data is from Full USPTO retrosynthesis dataset with 1.9M reactions from patents (1976-2016). Given the product [CH3:1][C:2]1[N:37]=[C:5]2[N:6]([CH2:33]/[C:34](=[N:39]\[O:40][CH:41]([CH3:43])[CH3:42])/[CH3:35])[C:7](=[O:32])[C:8]([CH2:13][C:14]3[CH:15]=[CH:16][C:17]([C:20]4[CH:25]=[CH:24][CH:23]=[CH:22][C:21]=4[C:26]4[NH:30][C:29](=[O:31])[O:28][N:27]=4)=[CH:18][CH:19]=3)=[C:9]([CH2:10][CH2:11][CH3:12])[N:4]2[N:3]=1, predict the reactants needed to synthesize it. The reactants are: [CH3:1][C:2]1[N:37]=[C:5]2[N:6]([CH2:33][C:34](=O)[CH3:35])[C:7](=[O:32])[C:8]([CH2:13][C:14]3[CH:19]=[CH:18][C:17]([C:20]4[CH:25]=[CH:24][CH:23]=[CH:22][C:21]=4[C:26]4[NH:30][C:29](=[O:31])[O:28][N:27]=4)=[CH:16][CH:15]=3)=[C:9]([CH2:10][CH2:11][CH3:12])[N:4]2[N:3]=1.Cl.[NH2:39][O:40][CH:41]([CH3:43])[CH3:42].N1C=CC=CC=1.Cl.